Predict the product of the given reaction. From a dataset of Forward reaction prediction with 1.9M reactions from USPTO patents (1976-2016). (1) Given the reactants [O:1]=[C:2]1[C:10]2([CH2:14][O:13][C:12]3[CH:15]=[C:16]4[C:20](=[CH:21][C:11]2=3)[CH2:19][CH2:18][O:17]4)[C:9]2[C:4](=[CH:5][CH:6]=[CH:7][CH:8]=2)[N:3]1[CH2:22][C:23]1[CH:24]=[C:25]([CH:29]=[CH:30][CH:31]=1)[C:26](O)=[O:27].CN(C)C=O.C(Cl)(=O)C([Cl:40])=O, predict the reaction product. The product is: [O:1]=[C:2]1[C:10]2([C:11]3=[CH:21][C:20]4[CH2:19][CH2:18][O:17][C:16]=4[CH:15]=[C:12]3[O:13][CH2:14]2)[C:9]2[C:4](=[CH:5][CH:6]=[CH:7][CH:8]=2)[N:3]1[CH2:22][C:23]1[CH:24]=[C:25]([CH:29]=[CH:30][CH:31]=1)[C:26]([Cl:40])=[O:27]. (2) The product is: [C:40]1([C:46]2[CH:47]=[CH:48][CH:49]=[CH:52][CH:53]=2)[CH:45]=[CH:44][C:43]([CH2:19][N:16]2[CH2:15][CH2:14][N:13]([CH2:12][C@@H:8]3[O:7][C:6]4=[N:5][C:4]([N+:1]([O-:3])=[O:2])=[CH:11][N:10]4[CH2:9]3)[CH2:18][CH2:17]2)=[CH:42][CH:41]=1. Given the reactants [N+:1]([C:4]1[N:5]=[C:6]2[N:10]([CH:11]=1)[CH2:9][C@H:8]([CH2:12][N:13]1[CH2:18][CH2:17][N:16]([C:19](OC(C)(C)C)=O)[CH2:15][CH2:14]1)[O:7]2)([O-:3])=[O:2].FC(F)(F)C(O)=O.C(N(CC)CC)C.[C:40]1([C:46]2[CH:53]=[CH:52][C:49](C=O)=[CH:48][CH:47]=2)[CH:45]=[CH:44][CH:43]=[CH:42][CH:41]=1.[B-]C#N.[Na+].C(O)(=O)C, predict the reaction product.